The task is: Predict the reactants needed to synthesize the given product.. This data is from Full USPTO retrosynthesis dataset with 1.9M reactions from patents (1976-2016). (1) The reactants are: [CH2:1]([N:8]([S:48]([CH2:51][CH2:52][CH2:53][Cl:54])(=[O:50])=[O:49])[C:9]([C:11]1[CH:19]=[C:18]2[C:14]([C:15]([CH:42]3[CH2:47][CH2:46][CH2:45][CH2:44][CH2:43]3)=[C:16]([C:36]3[CH:41]=[CH:40][CH:39]=[CH:38][CH:37]=3)[N:17]2[CH2:20][C:21]([N:23]([CH3:35])[CH2:24][CH2:25][N:26](C)[C:27](=O)OC(C)(C)C)=[O:22])=[CH:13][CH:12]=1)=[O:10])[C:2]1[CH:7]=[CH:6][CH:5]=[CH:4][CH:3]=1.C(O)(C(F)(F)F)=O. Given the product [ClH:54].[CH2:1]([N:8]([S:48]([CH2:51][CH2:52][CH2:53][Cl:54])(=[O:49])=[O:50])[C:9]([C:11]1[CH:19]=[C:18]2[C:14]([C:15]([CH:42]3[CH2:43][CH2:44][CH2:45][CH2:46][CH2:47]3)=[C:16]([C:36]3[CH:41]=[CH:40][CH:39]=[CH:38][CH:37]=3)[N:17]2[CH2:20][C:21]([N:23]([CH3:35])[CH2:24][CH2:25][NH:26][CH3:27])=[O:22])=[CH:13][CH:12]=1)=[O:10])[C:2]1[CH:7]=[CH:6][CH:5]=[CH:4][CH:3]=1, predict the reactants needed to synthesize it. (2) Given the product [CH3:1][C:2]1[C:6]2[CH:7]=[CH:8][C:9]([CH3:11])=[CH:10][C:5]=2[O:4][C:3]=1[CH:12]([CH2:30][CH2:31][CH2:32][CH3:33])[CH2:13][CH2:14][O:15][C:16]1[CH:21]=[CH:20][C:19]([O:22][CH2:23][C:24]([OH:26])=[O:25])=[C:18]([CH3:29])[CH:17]=1, predict the reactants needed to synthesize it. The reactants are: [CH3:1][C:2]1[C:6]2[CH:7]=[CH:8][C:9]([CH3:11])=[CH:10][C:5]=2[O:4][C:3]=1[CH:12]([CH2:30][CH2:31][CH2:32][CH3:33])[CH2:13][CH2:14][O:15][C:16]1[CH:21]=[CH:20][C:19]([O:22][CH2:23][C:24]([O:26]CC)=[O:25])=[C:18]([CH3:29])[CH:17]=1.[OH-].[Na+]. (3) The reactants are: O.[ClH:2].[OH:3][C:4]([C:34]1[CH:39]=[CH:38][CH:37]=[CH:36][CH:35]=1)([C:28]1[CH:33]=[CH:32][CH:31]=[CH:30][CH:29]=1)[CH:5]1[CH2:10][CH2:9][N:8]([CH2:11][CH2:12][CH2:13][CH:14]([C:16]2[CH:21]=[CH:20][C:19]([C:22]([CH3:27])([CH3:26])[C:23]([OH:25])=[O:24])=[CH:18][CH:17]=2)[OH:15])[CH2:7][CH2:6]1.O. Given the product [ClH:2].[OH:3][C:4]([C:34]1[CH:35]=[CH:36][CH:37]=[CH:38][CH:39]=1)([C:28]1[CH:29]=[CH:30][CH:31]=[CH:32][CH:33]=1)[CH:5]1[CH2:10][CH2:9][N:8]([CH2:11][CH2:12][CH2:13][CH:14]([C:16]2[CH:21]=[CH:20][C:19]([C:22]([CH3:27])([CH3:26])[C:23]([OH:25])=[O:24])=[CH:18][CH:17]=2)[OH:15])[CH2:7][CH2:6]1, predict the reactants needed to synthesize it.